Task: Predict the product of the given reaction.. Dataset: Forward reaction prediction with 1.9M reactions from USPTO patents (1976-2016) (1) Given the reactants Cl.[CH:2]([O:5][CH:6]1[CH2:11][CH2:10][NH:9][CH2:8][CH2:7]1)([CH3:4])[CH3:3].C(N(CC)CC)C.[O:19]=[C:20]1[C:29]2[CH2:28][CH2:27][CH2:26][CH2:25][C:24]=2[C:23]([CH2:30][C:31]2[CH:32]=[C:33]([CH:37]=[CH:38][CH:39]=2)[C:34](O)=[O:35])=[N:22][NH:21]1.F[P-](F)(F)(F)(F)F.N1(OC(N(C)C)=[N+](C)C)C2C=CC=CC=2N=N1, predict the reaction product. The product is: [CH:2]([O:5][CH:6]1[CH2:11][CH2:10][N:9]([C:34]([C:33]2[CH:32]=[C:31]([CH:39]=[CH:38][CH:37]=2)[CH2:30][C:23]2[C:24]3[CH2:25][CH2:26][CH2:27][CH2:28][C:29]=3[C:20](=[O:19])[NH:21][N:22]=2)=[O:35])[CH2:8][CH2:7]1)([CH3:4])[CH3:3]. (2) Given the reactants [CH2:1]([O:8][C:9]1[CH:14]=[CH:13][C:12]([C:15](=[O:33])[CH2:16][N:17]2[CH2:22][CH2:21][C:20]([OH:32])([C:23]3[CH:28]=[CH:27][C:26]([CH2:29][O:30][CH3:31])=[CH:25][CH:24]=3)[CH2:19][CH2:18]2)=[CH:11][C:10]=1[Cl:34])[C:2]1[CH:7]=[CH:6][CH:5]=[CH:4][CH:3]=1.C(OC1C=CC(C(O)CN2CCC(C3C=NC(OC)=CC=3)(O)CC2)=CC=1Cl)C1C=CC=CC=1.OC(C1C=C(C)C(O)=CC=1C)CN1CCC(C2C=CC(COC)=CC=2)(O)CC1, predict the reaction product. The product is: [CH2:1]([O:8][C:9]1[CH:14]=[CH:13][C:12]([CH:15]([OH:33])[CH2:16][N:17]2[CH2:18][CH2:19][C:20]([C:23]3[CH:24]=[CH:25][C:26]([CH2:29][O:30][CH3:31])=[CH:27][CH:28]=3)([OH:32])[CH2:21][CH2:22]2)=[CH:11][C:10]=1[Cl:34])[C:2]1[CH:3]=[CH:4][CH:5]=[CH:6][CH:7]=1. (3) Given the reactants [O:1]([C:8]1[CH:9]=[CH:10][C:11]([CH:14]=O)=[N:12][CH:13]=1)[C:2]1[CH:7]=[CH:6][CH:5]=[CH:4][CH:3]=1.C[O-].[Li+].[N+:19]([CH3:22])([O-:21])=[O:20].C(OC(=O)C)(=O)C.C(N(CC)CC)C.[BH4-].[Na+], predict the reaction product. The product is: [N+:19]([CH2:22][CH2:14][C:11]1[CH:10]=[CH:9][C:8]([O:1][C:2]2[CH:7]=[CH:6][CH:5]=[CH:4][CH:3]=2)=[CH:13][N:12]=1)([O-:21])=[O:20]. (4) Given the reactants [CH3:1][O:2][CH2:3][CH2:4][O:5][CH2:6][C:7]([OH:9])=O.[CH3:10][NH:11][CH2:12][CH2:13][CH2:14][OH:15], predict the reaction product. The product is: [OH:15][CH2:14][CH2:13][CH2:12][N:11]([CH3:10])[C:7](=[O:9])[CH2:6][O:5][CH2:4][CH2:3][O:2][CH3:1].